Task: Predict which catalyst facilitates the given reaction.. Dataset: Catalyst prediction with 721,799 reactions and 888 catalyst types from USPTO (1) Reactant: [ClH:1].[S:2]1[C:6]([C@@H:7]2[CH2:9][C@H:8]2[NH:10]C(=O)OC(C)(C)C)=[CH:5][N:4]=[CH:3]1. Product: [ClH:1].[S:2]1[C:6]([C@@H:7]2[CH2:9][C@H:8]2[NH2:10])=[CH:5][N:4]=[CH:3]1. The catalyst class is: 12. (2) Reactant: [CH3:1][O:2][C:3]([C:5]1[CH:43]=[CH:42][C:8]([C:9]([NH:11][C:12]2[CH:21]=[C:20]3[C:15]([CH2:16][C@@H:17]([C:29](=[O:41])[NH:30][C@H:31]4[C:40]5[C:35](=[CH:36][CH:37]=[CH:38][CH:39]=5)[CH2:34][CH2:33][CH2:32]4)[N:18](C(OC(C)(C)C)=O)[CH2:19]3)=[CH:14][CH:13]=2)=[O:10])=[CH:7][CH:6]=1)=[O:4].C(O)(C(F)(F)F)=O. Product: [C@H:31]1([NH:30][C:29]([C@@H:17]2[CH2:16][C:15]3[C:20](=[CH:21][C:12]([NH:11][C:9]([C:8]4[CH:7]=[CH:6][C:5]([C:3]([O:2][CH3:1])=[O:4])=[CH:43][CH:42]=4)=[O:10])=[CH:13][CH:14]=3)[CH2:19][NH:18]2)=[O:41])[C:40]2[C:35](=[CH:36][CH:37]=[CH:38][CH:39]=2)[CH2:34][CH2:33][CH2:32]1. The catalyst class is: 26. (3) Reactant: [OH:1][CH2:2][CH:3]1[C:31]2[C:26](=[CH:27][CH:28]=[CH:29][CH:30]=2)[O:25][C:5]2([CH2:10][CH2:9][N:8]([C:11]([C:13]3[CH:18]=[CH:17][C:16]([O:19][CH:20]([CH3:22])[CH3:21])=[C:15]([O:23][CH3:24])[CH:14]=3)=[O:12])[CH2:7][CH2:6]2)[CH2:4]1.[H-].[Na+].[CH3:34]I. Product: [CH:20]([O:19][C:16]1[CH:17]=[CH:18][C:13]([C:11]([N:8]2[CH2:9][CH2:10][C:5]3([CH2:4][CH:3]([CH2:2][O:1][CH3:34])[C:31]4[C:26](=[CH:27][CH:28]=[CH:29][CH:30]=4)[O:25]3)[CH2:6][CH2:7]2)=[O:12])=[CH:14][C:15]=1[O:23][CH3:24])([CH3:21])[CH3:22]. The catalyst class is: 3. (4) Reactant: [C:1]([C:5]1[O:9][CH:8]=[N:7][C:6]=1[CH:10]=[C:11]([OH:15])[C:12]([OH:14])=O)([CH3:4])([CH3:3])[CH3:2].C1C=CC2N(O)N=NC=2C=1.O.Cl.[NH2:28][C@H:29]([C:37]([NH2:39])=[O:38])[CH2:30][C:31]1[CH:36]=[CH:35][CH:34]=[CH:33][CH:32]=1.C(N(CC)CC)C. Product: [C:1]([C:5]1[O:9][CH:8]=[N:7][C:6]=1[CH:10]=[C:11]([OH:15])[C:12]([NH:28][C@H:29]([C:37](=[O:38])[NH2:39])[CH2:30][C:31]1[CH:36]=[CH:35][CH:34]=[CH:33][CH:32]=1)=[O:14])([CH3:2])([CH3:3])[CH3:4]. The catalyst class is: 3. (5) Reactant: C(OC([N:8]1[CH2:13][CH2:12][CH:11]([CH2:14][N:15]2[C:19]([CH:20]([NH:32][C:33]([N:35]3[CH2:40][CH2:39][CH:38]([N:41]4[CH2:50][C:49]5[C:44](=[C:45]([F:51])[CH:46]=[CH:47][CH:48]=5)[NH:43][C:42]4=[O:52])[CH2:37][CH2:36]3)=[O:34])[CH2:21][C:22]3[CH:23]=[C:24]4[C:28](=[C:29]([CH3:31])[CH:30]=3)[NH:27][N:26]=[CH:25]4)=[N:18][N:17]=[N:16]2)[CH2:10][CH2:9]1)=O)(C)(C)C. Product: [F:51][C:45]1[CH:46]=[CH:47][CH:48]=[C:49]2[C:44]=1[NH:43][C:42](=[O:52])[N:41]([CH:38]1[CH2:37][CH2:36][N:35]([C:33]([NH:32][CH:20]([C:19]3[N:15]([CH2:14][CH:11]4[CH2:12][CH2:13][NH:8][CH2:9][CH2:10]4)[N:16]=[N:17][N:18]=3)[CH2:21][C:22]3[CH:23]=[C:24]4[C:28](=[C:29]([CH3:31])[CH:30]=3)[NH:27][N:26]=[CH:25]4)=[O:34])[CH2:40][CH2:39]1)[CH2:50]2. The catalyst class is: 617. (6) Reactant: N#N.Cl.[F:4][C@H:5]1[CH2:9][CH2:8][NH:7][CH2:6]1.Cl[CH2:11][CH2:12][O:13][CH2:14][CH2:15][OH:16].C([O-])([O-])=O.[K+].[K+]. Product: [F:4][C@H:5]1[CH2:9][CH2:8][N:7]([CH2:11][CH2:12][O:13][CH2:14][CH2:15][OH:16])[CH2:6]1. The catalyst class is: 11. (7) Reactant: [CH2:1]([O:3][P:4]([CH2:9][C:10]1[CH:15]=[CH:14][CH:13]=[C:12]([N+:16]([O-])=O)[CH:11]=1)(=[O:8])[O:5][CH2:6][CH3:7])[CH3:2]. Product: [CH2:6]([O:5][P:4]([CH2:9][C:10]1[CH:15]=[CH:14][CH:13]=[C:12]([NH2:16])[CH:11]=1)(=[O:8])[O:3][CH2:1][CH3:2])[CH3:7]. The catalyst class is: 19.